Dataset: NCI-60 drug combinations with 297,098 pairs across 59 cell lines. Task: Regression. Given two drug SMILES strings and cell line genomic features, predict the synergy score measuring deviation from expected non-interaction effect. Drug 1: CN1CCC(CC1)COC2=C(C=C3C(=C2)N=CN=C3NC4=C(C=C(C=C4)Br)F)OC. Drug 2: C1=NC2=C(N1)C(=S)N=CN2. Cell line: NCIH23. Synergy scores: CSS=9.88, Synergy_ZIP=-8.21, Synergy_Bliss=-8.09, Synergy_Loewe=-12.5, Synergy_HSA=-7.86.